Dataset: Full USPTO retrosynthesis dataset with 1.9M reactions from patents (1976-2016). Task: Predict the reactants needed to synthesize the given product. (1) Given the product [ClH:1].[Cl:1][C:2]1[CH:3]=[CH:4][C:5]([CH2:6][C@@H:7]([NH:30][CH:31]2[CH2:32][CH2:33][NH:34][CH2:35][CH2:36]2)[C:8]([N:10]2[CH:11]3[CH2:17][CH2:16][CH:15]2[CH2:14][C:13]([CH:24]2[CH2:25][CH2:26][CH2:27][CH2:28][CH2:29]2)([CH2:18][N:19]2[CH:23]=[N:22][CH:21]=[N:20]2)[CH2:12]3)=[O:9])=[CH:37][CH:38]=1, predict the reactants needed to synthesize it. The reactants are: [Cl:1][C:2]1[CH:38]=[CH:37][C:5]([CH2:6][C@@H:7]([NH:30][CH:31]2[CH2:36][CH2:35][NH:34][CH2:33][CH2:32]2)[C:8]([N:10]2[CH:15]3[CH2:16][CH2:17][CH:11]2[CH2:12][C:13]([CH:24]2[CH2:29][CH2:28][CH2:27][CH2:26][CH2:25]2)([CH2:18][N:19]2[CH:23]=[N:22][CH:21]=[N:20]2)[CH2:14]3)=[O:9])=[CH:4][CH:3]=1.Cl. (2) Given the product [CH3:13][C:8]([C:5]1[CH:4]=[CH:3][C:2]([NH:1][C:51]([C@@H:32]2[C@@H:31]([C:27]3[CH:28]=[CH:29][CH:30]=[C:25]([Cl:24])[C:26]=3[F:54])[C@@:35]([C:38]3[CH:43]=[CH:42][C:41]([Cl:44])=[CH:40][C:39]=3[F:45])([C:36]#[N:37])[C@@H:34]([CH2:46][C:47]([CH3:50])([CH3:49])[CH3:48])[NH:33]2)=[O:52])=[CH:7][CH:6]=1)([C:9](=[O:10])[NH:11][CH3:12])[CH3:14], predict the reactants needed to synthesize it. The reactants are: [NH2:1][C:2]1[CH:7]=[CH:6][C:5]([C:8]([CH3:14])([CH3:13])[C:9]([NH:11][CH3:12])=[O:10])=[CH:4][CH:3]=1.CCN(C(C)C)C(C)C.[Cl:24][C:25]1[C:26]([F:54])=[C:27]([C@@H:31]2[C@:35]([C:38]3[CH:43]=[CH:42][C:41]([Cl:44])=[CH:40][C:39]=3[F:45])([C:36]#[N:37])[C@H:34]([CH2:46][C:47]([CH3:50])([CH3:49])[CH3:48])[NH:33][C@H:32]2[C:51](O)=[O:52])[CH:28]=[CH:29][CH:30]=1.CN(C(ON1N=NC2C=CC=NC1=2)=[N+](C)C)C.F[P-](F)(F)(F)(F)F. (3) Given the product [C:34]([O:38][C:39](=[O:40])[NH:41][CH:42]1[CH2:46][CH2:45][N:44]([C:20](=[O:21])[C:19]2[CH:23]=[CH:24][C:16]([CH2:15][N:11]3[CH2:12][CH2:13][CH2:14][C:9]([C:6]4[CH:7]=[CH:8][C:3]([O:2][CH3:1])=[CH:4][CH:5]=4)([C:25]4[CH:26]=[CH:27][C:28]([O:31][CH3:32])=[CH:29][CH:30]=4)[CH2:10]3)=[CH:17][CH:18]=2)[CH2:43]1)([CH3:37])([CH3:35])[CH3:36], predict the reactants needed to synthesize it. The reactants are: [CH3:1][O:2][C:3]1[CH:8]=[CH:7][C:6]([C:9]2([C:25]3[CH:30]=[CH:29][C:28]([O:31][CH3:32])=[CH:27][CH:26]=3)[CH2:14][CH2:13][CH2:12][N:11]([CH2:15][C:16]3[CH:24]=[CH:23][C:19]([C:20]([O-])=[O:21])=[CH:18][CH:17]=3)[CH2:10]2)=[CH:5][CH:4]=1.[Li+].[C:34]([O:38][C:39]([NH:41][CH:42]1[CH2:46][CH2:45][NH:44][CH2:43]1)=[O:40])([CH3:37])([CH3:36])[CH3:35].CCN(C(C)C)C(C)C.CN(C(ON1N=NC2C=CC=NC1=2)=[N+](C)C)C.F[P-](F)(F)(F)(F)F. (4) Given the product [OH:52][C@@H:53]([CH2:57][CH:58]([CH3:60])[CH3:59])[C:54]([N:49]1[CH2:50][CH2:51][N:46]([C:33]2[C:32]3[C:37](=[CH:38][C:29]([CH3:28])=[CH:30][CH:31]=3)[N:36]=[C:35]([C:39]3[CH:44]=[CH:43][CH:42]=[CH:41][C:40]=3[OH:45])[N:34]=2)[CH2:47][CH2:48]1)=[O:55], predict the reactants needed to synthesize it. The reactants are: F[P-](F)(F)(F)(F)F.N1(O[P+](N(C)C)(N(C)C)N(C)C)C2C=CC=CC=2N=N1.[CH3:28][C:29]1[CH:38]=[C:37]2[C:32]([C:33]([N:46]3[CH2:51][CH2:50][NH:49][CH2:48][CH2:47]3)=[N:34][C:35]([C:39]3[CH:44]=[CH:43][CH:42]=[CH:41][C:40]=3[OH:45])=[N:36]2)=[CH:31][CH:30]=1.[OH:52][C@@H:53]([CH2:57][CH:58]([CH3:60])[CH3:59])[C:54](O)=[O:55].C(N(CC)CC)C. (5) Given the product [N:32]1([C:38]([O:26][CH2:25][C:14]2[C:15]([CH2:16][CH2:17][CH2:18][CH2:19][C:20]([O:22][CH2:23][CH3:24])=[O:21])=[C:10]([C:6]3[CH:7]=[N:8][CH:9]=[C:4]([Br:3])[CH:5]=3)[C:11]3[N:12]([C:27]([CH2:30][CH3:31])=[CH:28][CH:29]=3)[N:13]=2)=[O:39])[CH2:37][CH2:36][O:35][CH2:34][CH2:33]1, predict the reactants needed to synthesize it. The reactants are: [H-].[Na+].[Br:3][C:4]1[CH:5]=[C:6]([C:10]2[C:11]3[N:12]([C:27]([CH2:30][CH3:31])=[CH:28][CH:29]=3)[N:13]=[C:14]([CH2:25][OH:26])[C:15]=2[CH2:16][CH2:17][CH2:18][CH2:19][C:20]([O:22][CH2:23][CH3:24])=[O:21])[CH:7]=[N:8][CH:9]=1.[N:32]1([C:38](Cl)=[O:39])[CH2:37][CH2:36][O:35][CH2:34][CH2:33]1.